This data is from Forward reaction prediction with 1.9M reactions from USPTO patents (1976-2016). The task is: Predict the product of the given reaction. The product is: [NH2:1][C:2]1[CH:3]=[CH:4][C:5]([C:13]2[N:15]=[N:16][NH:17][N:14]=2)=[C:6]2[C:10]=1[C:9](=[O:11])[N:8]([CH3:12])[CH2:7]2. Given the reactants [NH2:1][C:2]1[C:10]2[C:9](=[O:11])[N:8]([CH3:12])[CH2:7][C:6]=2[C:5]([C:13]#[N:14])=[CH:4][CH:3]=1.[N-:15]=[N+:16]=[N-:17].[Na+].[Cl-].[NH4+], predict the reaction product.